From a dataset of Reaction yield outcomes from USPTO patents with 853,638 reactions. Predict the reaction yield, written as a fraction of the theoretical maximum amount of product (1.0 means a 100% yield; for example, 0.34 means a 34% yield). No catalyst specified. The reactants are Br[C:2]1[CH:3]=[C:4]([N:8]2[C:16]3[CH2:15][CH2:14][CH2:13][CH:12]([OH:17])[C:11]=3[C:10]([C:18]([O:20][CH2:21][CH3:22])=[O:19])=[N:9]2)[CH:5]=[CH:6][CH:7]=1.[C:23]([C@:25]1([OH:32])[CH2:29][CH2:28][N:27]([CH3:30])[C:26]1=[O:31])#[CH:24]. The product is [OH:17][CH:12]1[CH2:13][CH2:14][CH2:15][C:16]2[N:8]([C:4]3[CH:5]=[CH:6][CH:7]=[C:2]([C:24]#[C:23][C@:25]4([OH:32])[CH2:29][CH2:28][N:27]([CH3:30])[C:26]4=[O:31])[CH:3]=3)[N:9]=[C:10]([C:18]([O:20][CH2:21][CH3:22])=[O:19])[C:11]1=2. The yield is 0.700.